This data is from Catalyst prediction with 721,799 reactions and 888 catalyst types from USPTO. The task is: Predict which catalyst facilitates the given reaction. The catalyst class is: 22. Product: [Cl:22][CH2:18][C:14]1[N:13]([S:10]([C:3]2[C:2]([CH3:1])=[CH:7][C:6]([CH3:8])=[CH:5][C:4]=2[CH3:9])(=[O:12])=[O:11])[CH:17]=[CH:16][CH:15]=1. Reactant: [CH3:1][C:2]1[CH:7]=[C:6]([CH3:8])[CH:5]=[C:4]([CH3:9])[C:3]=1[S:10]([N:13]1[CH:17]=[CH:16][CH:15]=[C:14]1[CH2:18]O)(=[O:12])=[O:11].O=S(Cl)[Cl:22].